From a dataset of Full USPTO retrosynthesis dataset with 1.9M reactions from patents (1976-2016). Predict the reactants needed to synthesize the given product. (1) The reactants are: C([N:8](C(OCC1C=CC=CC=1)=O)[C@H:9]1[CH2:14][CH2:13][N:12]([C:15]2[C:16]([F:25])=[C:17]([CH:22]=[CH:23][CH:24]=2)[C:18]([O:20][CH3:21])=[O:19])[CH2:11][C@H:10]1[O:26][CH3:27])C1C=CC=CC=1. Given the product [CH:18]([O-:20])=[O:19].[NH4+:8].[NH2:8][C@H:9]1[CH2:14][CH2:13][N:12]([C:15]2[C:16]([F:25])=[C:17]([CH:22]=[CH:23][CH:24]=2)[C:18]([O:20][CH3:21])=[O:19])[CH2:11][C@H:10]1[O:26][CH3:27], predict the reactants needed to synthesize it. (2) Given the product [C:24]([C:23]1[CH:22]=[C:21]([C@H:19]([N:18]2[C:2]3[C:3](=[C:4]([C:10]#[N:11])[C:5]([C:6]#[N:7])=[CH:8][CH:9]=3)[CH:12]=[CH:13]2)[CH3:20])[CH:28]=[CH:27][CH:26]=1)#[N:25], predict the reactants needed to synthesize it. The reactants are: F[C:2]1[C:3]([C:12]#[C:13][Si](C)(C)C)=[C:4]([C:10]#[N:11])[C:5](=[CH:8][CH:9]=1)[C:6]#[N:7].[NH2:18][C@@H:19]([C:21]1[CH:22]=[C:23]([CH:26]=[CH:27][CH:28]=1)[C:24]#[N:25])[CH3:20].C([O-])([O-])=O.[K+].[K+].C([O-])(O)=O.[Na+]. (3) Given the product [Cl:1][C:2]1[CH:3]=[C:4]2[N:26]([CH2:27][O:28][CH2:29][CH2:30][Si:31]([CH3:34])([CH3:33])[CH3:32])[C:25]([O:35][C@H:36]3[CH2:45][O:44][C@H:43]4[C@@H:38]([O:39][CH:40]([C:46]5[CH:51]=[CH:50][CH:49]=[CH:48][CH:47]=5)[O:41][CH2:42]4)[CH2:37]3)=[N:24][C:5]2=[N:6][C:7]=1[C:8]1[CH:13]=[CH:12][C:11]([C:14]2[CH:19]=[CH:18][C:17]([C:20]([OH:22])=[O:21])=[CH:16][CH:15]=2)=[CH:10][CH:9]=1, predict the reactants needed to synthesize it. The reactants are: [Cl:1][C:2]1[CH:3]=[C:4]2[N:26]([CH2:27][O:28][CH2:29][CH2:30][Si:31]([CH3:34])([CH3:33])[CH3:32])[C:25]([O:35][C@H:36]3[CH2:45][O:44][C@H:43]4[C@@H:38]([O:39][CH:40]([C:46]5[CH:51]=[CH:50][CH:49]=[CH:48][CH:47]=5)[O:41][CH2:42]4)[CH2:37]3)=[N:24][C:5]2=[N:6][C:7]=1[C:8]1[CH:13]=[CH:12][C:11]([C:14]2[CH:19]=[CH:18][C:17]([C:20]([O:22]C)=[O:21])=[CH:16][CH:15]=2)=[CH:10][CH:9]=1.[OH-].[Na+].Cl. (4) Given the product [F:29][CH:17]([F:16])[O:18][C:19]1[CH:28]=[CH:27][C:22]2[NH:23][C:24]([S:26][CH:4]3[C:5]4[C:10](=[CH:9][CH:8]=[C:7]([C:12]#[N:13])[CH:6]=4)[O:11][C:2]([CH3:15])([CH3:1])[CH:3]3[OH:14])=[N:25][C:21]=2[CH:20]=1, predict the reactants needed to synthesize it. The reactants are: [CH3:1][C:2]1([CH3:15])[O:11][C:10]2[C:5](=[CH:6][C:7]([C:12]#[N:13])=[CH:8][CH:9]=2)[CH:4]2[O:14][CH:3]12.[F:16][CH:17]([F:29])[O:18][C:19]1[CH:28]=[CH:27][C:22]2[NH:23][C:24]([SH:26])=[N:25][C:21]=2[CH:20]=1. (5) Given the product [N+:9]([C:3]1[CH:4]=[C:5]([F:8])[CH:6]=[CH:7][C:2]=1[NH:24][CH2:23][CH2:22][CH2:21][N:19]([CH3:20])[C:17](=[O:18])[O:16][C:12]([CH3:13])([CH3:15])[CH3:14])([O-:11])=[O:10], predict the reactants needed to synthesize it. The reactants are: F[C:2]1[CH:7]=[CH:6][C:5]([F:8])=[CH:4][C:3]=1[N+:9]([O-:11])=[O:10].[C:12]([O:16][C:17]([N:19]([CH2:21][CH2:22][CH2:23][NH2:24])[CH3:20])=[O:18])([CH3:15])([CH3:14])[CH3:13].C(N(C(C)C)CC)(C)C. (6) Given the product [F:24][C:18]1[CH:19]=[C:20]([F:23])[CH:21]=[CH:22][C:17]=1[O:16][C:3]1[CH:4]=[C:5]2[C:9](=[CH:10][C:2]=1[C:54]([OH:56])=[O:55])[N:8]([CH2:11][C:12]([OH:14])([CH3:15])[CH3:13])[N:7]=[CH:6]2, predict the reactants needed to synthesize it. The reactants are: Br[C:2]1[CH:10]=[C:9]2[C:5]([CH:6]=[N:7][N:8]2[CH2:11][C:12]([CH3:15])([OH:14])[CH3:13])=[CH:4][C:3]=1[O:16][C:17]1[CH:22]=[CH:21][C:20]([F:23])=[CH:19][C:18]=1[F:24].C1(P(C2C=CC=CC=2)CCCP(C2C=CC=CC=2)C2C=CC=CC=2)C=CC=CC=1.[C:54](=O)([O-:56])[O-:55].[K+].[K+]. (7) Given the product [CH:1]([N:14]1[CH2:15][CH2:16][N:17]([C:20](=[O:35])[CH2:21][C:22]2[C:30]([CH:31]3[CH2:33][CH2:32]3)=[CH:29][C:25]([C:26]([NH:40][S:37]([CH3:36])(=[O:39])=[O:38])=[O:28])=[C:24]([F:34])[CH:23]=2)[CH2:18][CH2:19]1)([C:2]1[CH:3]=[CH:4][CH:5]=[CH:6][CH:7]=1)[C:8]1[CH:13]=[CH:12][CH:11]=[CH:10][CH:9]=1, predict the reactants needed to synthesize it. The reactants are: [CH:1]([N:14]1[CH2:19][CH2:18][N:17]([C:20](=[O:35])[CH2:21][C:22]2[C:30]([CH:31]3[CH2:33][CH2:32]3)=[CH:29][C:25]([C:26]([OH:28])=O)=[C:24]([F:34])[CH:23]=2)[CH2:16][CH2:15]1)([C:8]1[CH:13]=[CH:12][CH:11]=[CH:10][CH:9]=1)[C:2]1[CH:7]=[CH:6][CH:5]=[CH:4][CH:3]=1.[CH3:36][S:37]([NH2:40])(=[O:39])=[O:38].Cl.CN(C)CCCN=C=NCC. (8) Given the product [CH2:16]([C:15]1[CH2:14][CH:28]=1)[C:17]1[CH:26]=[CH:25][CH:24]=[CH:23][CH:22]=1, predict the reactants needed to synthesize it. The reactants are: [N+]([CH2:14][CH2:15][CH2:16][CH3:17])([CH2:14][CH2:15][CH2:16][CH3:17])([CH2:14][CH2:15][CH2:16][CH3:17])[CH2:14][CH2:15][CH2:16][CH3:17].[F-].O.O.O.[CH3:22][CH2:23][CH2:24][CH2:25][CH3:26].O.[CH3:28]N(C=O)C. (9) Given the product [CH:19]1([C:22]([N:24]2[CH2:16][CH2:15][C@@H:11]([CH2:10][NH:9][C:8](=[O:13])[C:5]3[CH:4]=[CH:3][CH:2]=[CH:7][CH:6]=3)[CH2:12]2)=[O:23])[CH2:21][CH2:20]1, predict the reactants needed to synthesize it. The reactants are: Br[C:2]1[CH:7]=[CH:6][C:5]([C:8]2[O:13][C:12](=O)[C:11]3[CH:15]=[CH:16]C=C[C:10]=3[N:9]=2)=[CH:4][CH:3]=1.[CH:19]1([C:22]([N:24]2CC[C@@H](CN)C2)=[O:23])[CH2:21][CH2:20]1.